From a dataset of Reaction yield outcomes from USPTO patents with 853,638 reactions. Predict the reaction yield, written as a fraction of the theoretical maximum amount of product (1.0 means a 100% yield; for example, 0.34 means a 34% yield). The reactants are [C:1]1([CH:7]2[C:11]3[C:12]([CH3:18])=[CH:13][C:14]([CH3:17])=[C:15]([CH3:16])[C:10]=3[O:9][C:8]2=[O:19])[CH:6]=[CH:5][CH:4]=[CH:3][CH:2]=1. The catalyst is C(OCC)(=O)C.CCCCCC. The product is [OH:19][CH2:8][CH:7]([C:11]1[C:12]([CH3:18])=[CH:13][C:14]([CH3:17])=[C:15]([CH3:16])[C:10]=1[OH:9])[C:1]1[CH:2]=[CH:3][CH:4]=[CH:5][CH:6]=1. The yield is 0.820.